Dataset: Catalyst prediction with 721,799 reactions and 888 catalyst types from USPTO. Task: Predict which catalyst facilitates the given reaction. (1) Reactant: [OH:1][CH2:2][C@@H:3]([CH3:8])[C:4]([O:6][CH3:7])=[O:5].N1C=CN=C1.[Si:14](Cl)([C:27]([CH3:30])([CH3:29])[CH3:28])([C:21]1[CH:26]=[CH:25][CH:24]=[CH:23][CH:22]=1)[C:15]1[CH:20]=[CH:19][CH:18]=[CH:17][CH:16]=1. The catalyst class is: 4. Product: [C:27]([Si:14]([C:21]1[CH:26]=[CH:25][CH:24]=[CH:23][CH:22]=1)([C:15]1[CH:16]=[CH:17][CH:18]=[CH:19][CH:20]=1)[O:1][CH2:2][C@@H:3]([CH3:8])[C:4]([O:6][CH3:7])=[O:5])([CH3:30])([CH3:28])[CH3:29]. (2) Reactant: [C:1]([O:16][CH2:17][CH2:18][CH2:19][N:20]([C:40](=[O:45])[CH2:41][N:42]([CH3:44])[CH3:43])[CH2:21][CH2:22][CH2:23][O:24][C:25](=[O:39])[CH2:26][CH2:27][CH2:28][CH2:29][CH2:30][CH2:31][CH2:32][CH2:33][CH2:34][CH2:35][CH2:36][CH2:37][CH3:38])(=[O:15])[CH2:2][CH2:3][CH2:4][CH2:5][CH2:6][CH2:7][CH2:8][CH2:9][CH2:10][CH2:11][CH2:12][CH2:13][CH3:14].[Br:46][CH2:47][CH2:48][OH:49]. Product: [Br-:46].[C:1]([O:16][CH2:17][CH2:18][CH2:19][N:20]([CH2:21][CH2:22][CH2:23][O:24][C:25](=[O:39])[CH2:26][CH2:27][CH2:28][CH2:29][CH2:30][CH2:31][CH2:32][CH2:33][CH2:34][CH2:35][CH2:36][CH2:37][CH3:38])[C:40](=[O:45])[CH2:41][N+:42]([CH2:47][CH2:48][OH:49])([CH3:43])[CH3:44])(=[O:15])[CH2:2][CH2:3][CH2:4][CH2:5][CH2:6][CH2:7][CH2:8][CH2:9][CH2:10][CH2:11][CH2:12][CH2:13][CH3:14]. The catalyst class is: 10. (3) Reactant: Cl[C:2]1C=CC=C(C(OO)=O)C=1.[Cl:12][CH:13]1[CH:25]=[C:17]2[CH2:18][O:19][CH2:20][C:21]3[CH:22]=[CH:23][CH:24]=[C:15]([C:16]=32)[C:14]1([C:28]1[N:33]=[C:32]([S:34](=O)(=[O:37])NC)[N:31]=[C:30]([NH2:39])[N:29]=1)[C:26]#[N:27]. Product: [Cl:12][CH:13]1[CH:25]=[C:17]2[CH2:18][O:19][CH2:20][C:21]3[CH:22]=[CH:23][CH:24]=[C:15]([C:16]=32)[C:14]1([C:28]1[N:33]=[C:32]([S:34]([CH3:2])=[O:37])[N:31]=[C:30]([NH2:39])[N:29]=1)[C:26]#[N:27]. The catalyst class is: 2.